Dataset: Reaction yield outcomes from USPTO patents with 853,638 reactions. Task: Predict the reaction yield, written as a fraction of the theoretical maximum amount of product (1.0 means a 100% yield; for example, 0.34 means a 34% yield). The reactants are Cl.[CH3:2][NH:3][C@@H:4]([CH2:16][C:17]1[CH:22]=[CH:21][CH:20]=[CH:19][CH:18]=1)[CH2:5][CH2:6][NH:7][C:8]([C:10]1[CH:15]=[CH:14][CH:13]=[CH:12][N:11]=1)=[O:9].[F:23][C:24]([F:39])([F:38])[C:25]1[CH:26]=[C:27]([CH:31]=[C:32]([C:34]([F:37])([F:36])[F:35])[CH:33]=1)[C:28](Cl)=[O:29].C(=O)([O-])[O-].[K+].[K+]. The catalyst is C(Cl)Cl.O.CCOC(C)=O. The product is [F:23][C:24]([F:39])([F:38])[C:25]1[CH:26]=[C:27]([CH:31]=[C:32]([C:34]([F:37])([F:36])[F:35])[CH:33]=1)[C:28]([N:3]([CH3:2])[C@@H:4]([CH2:16][C:17]1[CH:18]=[CH:19][CH:20]=[CH:21][CH:22]=1)[CH2:5][CH2:6][NH:7][C:8]([C:10]1[CH:15]=[CH:14][CH:13]=[CH:12][N:11]=1)=[O:9])=[O:29]. The yield is 0.750.